This data is from Forward reaction prediction with 1.9M reactions from USPTO patents (1976-2016). The task is: Predict the product of the given reaction. (1) Given the reactants [CH2:1]([O:3][CH2:4][C:5]1[CH:6]=[CH:7][C:8]([OH:14])=[C:9]([C:11](=[O:13])[CH3:12])[CH:10]=1)[CH3:2].[CH3:15][N:16]([CH3:25])[C:17]1[CH:24]=[CH:23][C:20]([CH:21]=O)=[CH:19][CH:18]=1.[OH-:26].[Na+].OO, predict the reaction product. The product is: [CH3:25][N:16]([CH3:15])[C:17]1[CH:24]=[CH:23][C:20]([C:21]2[O:14][C:8]3[C:9]([C:11](=[O:13])[C:12]=2[OH:26])=[CH:10][C:5]([CH2:4][O:3][CH2:1][CH3:2])=[CH:6][CH:7]=3)=[CH:19][CH:18]=1. (2) Given the reactants [CH2:1]([C:8]1[N:13]=[C:12]([N:14]([CH3:16])[CH3:15])[CH:11]=[C:10]([Cl:17])[N:9]=1)[C:2]1[CH:7]=[CH:6][CH:5]=[CH:4][CH:3]=1.[NH2:18][C@@H:19]1[CH2:24][CH2:23][C@H:22]([NH:25][C:26](=[O:35])[C:27]2[CH:32]=[CH:31][C:30]([F:33])=[C:29]([Cl:34])[CH:28]=2)[CH2:21][CH2:20]1, predict the reaction product. The product is: [ClH:17].[CH2:1]([C:8]1[N:9]=[C:10]([NH:18][C@@H:19]2[CH2:20][CH2:21][C@H:22]([NH:25][C:26](=[O:35])[C:27]3[CH:32]=[CH:31][C:30]([F:33])=[C:29]([Cl:34])[CH:28]=3)[CH2:23][CH2:24]2)[CH:11]=[C:12]([N:14]([CH3:16])[CH3:15])[N:13]=1)[C:2]1[CH:7]=[CH:6][CH:5]=[CH:4][CH:3]=1. (3) Given the reactants [Li+].[BH4-].[C:3]([O:7][C:8]([NH:10][C@H:11]1[CH2:17][CH2:16][S:15][C@H:14]2[CH2:18][CH2:19][CH2:20][C@@H:21]([C:22](OC)=[O:23])[N:13]2[C:12]1=[O:26])=[O:9])([CH3:6])([CH3:5])[CH3:4], predict the reaction product. The product is: [OH:23][CH2:22][C@H:21]1[N:13]2[C@@H:14]([S:15][CH2:16][CH2:17][C@H:11]([NH:10][C:8](=[O:9])[O:7][C:3]([CH3:5])([CH3:4])[CH3:6])[C:12]2=[O:26])[CH2:18][CH2:19][CH2:20]1.